Dataset: hERG Central: cardiac toxicity at 1µM, 10µM, and general inhibition. Task: Predict hERG channel inhibition at various concentrations. The molecule is Cc1ccc(C(C)C)c(OCC(=O)Nc2ccc3c(c2)nc(CCN2CCCCC2)n3C)c1. Results: hERG_inhib (hERG inhibition (general)): blocker.